This data is from Forward reaction prediction with 1.9M reactions from USPTO patents (1976-2016). The task is: Predict the product of the given reaction. (1) Given the reactants [NH2:1][C:2]1[CH:3]=[C:4]([N:25]([CH3:34])[C:26](=[O:33])[C:27]2[CH:32]=[CH:31][CH:30]=[CH:29][CH:28]=2)[CH:5]=[CH:6][C:7]=1[NH:8][CH2:9][C@H:10]([O:17][Si:18]([C:21]([CH3:24])([CH3:23])[CH3:22])([CH3:20])[CH3:19])[C:11]1[CH:16]=[CH:15][CH:14]=[CH:13][CH:12]=1.Br[C:36]#[N:37], predict the reaction product. The product is: [NH2:37][C:36]1[N:8]([CH2:9][C@H:10]([O:17][Si:18]([C:21]([CH3:24])([CH3:23])[CH3:22])([CH3:19])[CH3:20])[C:11]2[CH:12]=[CH:13][CH:14]=[CH:15][CH:16]=2)[C:7]2[CH:6]=[CH:5][C:4]([N:25]([CH3:34])[C:26](=[O:33])[C:27]3[CH:28]=[CH:29][CH:30]=[CH:31][CH:32]=3)=[CH:3][C:2]=2[N:1]=1. (2) Given the reactants [C:1]([C:5]1[CH:10]=[CH:9][C:8]([C:11]2[C:19]3[C:14](=[CH:15][CH:16]=[CH:17][CH:18]=3)[NH:13][C:12]=2[C:20]([O:22][CH2:23][C:24]2[CH:29]=[CH:28][CH:27]=[CH:26][CH:25]=2)=[O:21])=[CH:7][CH:6]=1)([CH3:4])([CH3:3])[CH3:2].Br[C:31]1[CH:36]=[CH:35][CH:34]=[C:33]([CH2:37]Br)[CH:32]=1.C([O-])([O-])=O.[K+].[K+].[N:45]1(C(OC(C)(C)C)=O)[CH2:50][CH2:49][NH:48][CH2:47][CH2:46]1.C(P(C(C)(C)C)C(C)(C)C)(C)(C)C.CC([O-])(C)C.[Na+], predict the reaction product. The product is: [CH3:3][C:1]([C:5]1[CH:6]=[CH:7][C:8]([C:11]2[C:19]3[C:14](=[CH:15][CH:16]=[CH:17][CH:18]=3)[N:13]([CH2:37][C:33]3[CH:34]=[CH:35][CH:36]=[C:31]([N:45]4[CH2:50][CH2:49][NH:48][CH2:47][CH2:46]4)[CH:32]=3)[C:12]=2[C:20]([O:22][CH2:23][C:24]2[CH:29]=[CH:28][CH:27]=[CH:26][CH:25]=2)=[O:21])=[CH:9][CH:10]=1)([CH3:4])[CH3:2]. (3) Given the reactants Cl[CH2:2][C:3]1[CH:4]=[C:5]([F:12])[C:6]2[O:10][CH2:9][O:8][C:7]=2[CH:11]=1.[C-:13]#[N:14].[Na+].O, predict the reaction product. The product is: [F:12][C:5]1[C:6]2[O:10][CH2:9][O:8][C:7]=2[CH:11]=[C:3]([CH2:2][C:13]#[N:14])[CH:4]=1. (4) Given the reactants [C:1]([N:8]1[CH2:13][CH2:12][NH:11][CH2:10][CH2:9]1)([O:3][C:4]([CH3:7])([CH3:6])[CH3:5])=[O:2].[N+:14]([C:17]1[CH:24]=[CH:23][CH:22]=[C:21]([N+]([O-])=O)[C:18]=1[C:19]#[N:20])([O-:16])=[O:15].O.C(OCC)(=O)C, predict the reaction product. The product is: [C:4]([O:3][C:1]([N:8]1[CH2:9][CH2:10][N:11]([C:21]2[CH:22]=[CH:23][CH:24]=[C:17]([N+:14]([O-:16])=[O:15])[C:18]=2[C:19]#[N:20])[CH2:12][CH2:13]1)=[O:2])([CH3:7])([CH3:6])[CH3:5]. (5) The product is: [CH2:33]([O:32][C:30](=[O:31])[C:29]1[CH:35]=[CH:36][C:26]([CH2:25][O:23][C:4]2[CH:5]=[CH:6][C:7]([CH:8]([CH3:22])[C:9]([OH:21])([C:14]3[CH:19]=[N:18][C:17]([CH3:20])=[CH:16][N:15]=3)[C:10]([F:13])([F:11])[F:12])=[C:2]([Cl:1])[CH:3]=2)=[CH:27][CH:28]=1)[CH3:34]. Given the reactants [Cl:1][C:2]1[CH:3]=[C:4]([OH:23])[CH:5]=[CH:6][C:7]=1[CH:8]([CH3:22])[C:9]([OH:21])([C:14]1[CH:19]=[N:18][C:17]([CH3:20])=[CH:16][N:15]=1)[C:10]([F:13])([F:12])[F:11].Br[CH2:25][C:26]1[CH:36]=[CH:35][C:29]([C:30]([O:32][CH2:33][CH3:34])=[O:31])=[CH:28][CH:27]=1.[I-].[K+].C(=O)([O-])[O-].[K+].[K+], predict the reaction product.